Dataset: Reaction yield outcomes from USPTO patents with 853,638 reactions. Task: Predict the reaction yield, written as a fraction of the theoretical maximum amount of product (1.0 means a 100% yield; for example, 0.34 means a 34% yield). (1) The reactants are C[O:2][C:3]1[CH:16]=[CH:15][CH:14]=[C:13]2[C:4]=1[CH:5]([CH3:29])[N:6]([S:17]([C:20]1[CH:25]=[CH:24][C:23]([O:26]C)=[C:22]([CH3:28])[CH:21]=1)(=[O:19])=[O:18])[C:7]1[CH:8]=[CH:9][CH:10]=[CH:11][C:12]=12.B(Cl)(Cl)Cl.ClCCl. The catalyst is [I-].C([N+](CCCC)(CCCC)CCCC)CCC. The product is [OH:26][C:23]1[CH:24]=[CH:25][C:20]([S:17]([N:6]2[CH:5]([CH3:29])[C:4]3[C:3]([OH:2])=[CH:16][CH:15]=[CH:14][C:13]=3[C:12]3[CH:11]=[CH:10][CH:9]=[CH:8][C:7]2=3)(=[O:19])=[O:18])=[CH:21][C:22]=1[CH3:28]. The yield is 0.530. (2) The reactants are CCN(C(C)C)C(C)C.[C:10]1([CH2:16][CH2:17][C:18]([N:20]2[CH2:25][CH2:24][CH:23]([C:26]([OH:28])=O)[CH2:22][CH2:21]2)=[O:19])[CH:15]=[CH:14][CH:13]=[CH:12][CH:11]=1.C1C=CC2N(O)N=NC=2C=1.CCN=C=NCCCN(C)C.FC(F)(F)C(O)=O.[NH2:57][CH2:58][C:59]([N:61]1[CH2:66][CH2:65][N:64]([C:67](=[O:78])[C:68]2[CH:73]=[CH:72][CH:71]=[CH:70][C:69]=2[C:74]([F:77])([F:76])[F:75])[CH2:63][CH2:62]1)=[O:60]. The catalyst is CN(C=O)C.O. The product is [O:60]=[C:59]([N:61]1[CH2:62][CH2:63][N:64]([C:67](=[O:78])[C:68]2[CH:73]=[CH:72][CH:71]=[CH:70][C:69]=2[C:74]([F:77])([F:76])[F:75])[CH2:65][CH2:66]1)[CH2:58][NH:57][C:26]([CH:23]1[CH2:22][CH2:21][N:20]([C:18](=[O:19])[CH2:17][CH2:16][C:10]2[CH:11]=[CH:12][CH:13]=[CH:14][CH:15]=2)[CH2:25][CH2:24]1)=[O:28]. The yield is 0.269.